This data is from NCI-60 drug combinations with 297,098 pairs across 59 cell lines. The task is: Regression. Given two drug SMILES strings and cell line genomic features, predict the synergy score measuring deviation from expected non-interaction effect. (1) Drug 1: C1=CN(C(=O)N=C1N)C2C(C(C(O2)CO)O)O.Cl. Drug 2: CS(=O)(=O)CCNCC1=CC=C(O1)C2=CC3=C(C=C2)N=CN=C3NC4=CC(=C(C=C4)OCC5=CC(=CC=C5)F)Cl. Cell line: SK-MEL-5. Synergy scores: CSS=14.3, Synergy_ZIP=-2.59, Synergy_Bliss=-0.344, Synergy_Loewe=0.530, Synergy_HSA=0.202. (2) Drug 1: CC1C(C(CC(O1)OC2CC(CC3=C2C(=C4C(=C3O)C(=O)C5=C(C4=O)C(=CC=C5)OC)O)(C(=O)C)O)N)O.Cl. Drug 2: CC(C)CN1C=NC2=C1C3=CC=CC=C3N=C2N. Cell line: COLO 205. Synergy scores: CSS=37.3, Synergy_ZIP=0.488, Synergy_Bliss=-2.16, Synergy_Loewe=-36.2, Synergy_HSA=-3.60. (3) Drug 1: C(=O)(N)NO. Drug 2: COC1=C2C(=CC3=C1OC=C3)C=CC(=O)O2. Cell line: NCI-H460. Synergy scores: CSS=0.867, Synergy_ZIP=-0.0500, Synergy_Bliss=2.07, Synergy_Loewe=1.30, Synergy_HSA=1.46. (4) Drug 1: C1=CN(C=N1)CC(O)(P(=O)(O)O)P(=O)(O)O. Synergy scores: CSS=20.0, Synergy_ZIP=6.45, Synergy_Bliss=11.3, Synergy_Loewe=-12.8, Synergy_HSA=5.08. Drug 2: C1CN1C2=NC(=NC(=N2)N3CC3)N4CC4. Cell line: HCT116.